From a dataset of Catalyst prediction with 721,799 reactions and 888 catalyst types from USPTO. Predict which catalyst facilitates the given reaction. Reactant: Cl[C:2]1[CH:3]=[C:4]([C:9]2[N:13]3[C:14]4[N:22]=[C:21]([O:23][CH3:24])[CH:20]=[CH:19][C:15]=4[N:16]=[C:17]([CH3:18])[C:12]3=[C:11]([CH3:25])[N:10]=2)[CH:5]=[C:6]([Cl:8])[CH:7]=1.Cl[C:27]1C(C)=C(B(O)O)C=CC=1.C([O-])([O-])=O.[K+].[K+]. Product: [Cl:8][C:6]1[C:5]([CH3:27])=[C:4]([C:9]2[N:13]3[C:14]4[N:22]=[C:21]([O:23][CH3:24])[CH:20]=[CH:19][C:15]=4[N:16]=[C:17]([CH3:18])[C:12]3=[C:11]([CH3:25])[N:10]=2)[CH:3]=[CH:2][CH:7]=1. The catalyst class is: 73.